This data is from Catalyst prediction with 721,799 reactions and 888 catalyst types from USPTO. The task is: Predict which catalyst facilitates the given reaction. (1) Reactant: C([O:3][C:4]([C:6]1([S:21]([C:24]2[CH:29]=[CH:28][C:27]([O:30][CH2:31][CH2:32][CH2:33][CH3:34])=[CH:26][CH:25]=2)(=[O:23])=[O:22])[CH2:11][CH2:10][N:9]([CH2:12][C:13]2[CH:18]=[CH:17][C:16]([C:19]#[N:20])=[CH:15][CH:14]=2)[CH2:8][CH2:7]1)=[O:5])C.CO.[OH-].[Na+]. Product: [CH2:31]([O:30][C:27]1[CH:28]=[CH:29][C:24]([S:21]([C:6]2([C:4]([OH:5])=[O:3])[CH2:11][CH2:10][N:9]([CH2:12][C:13]3[CH:14]=[CH:15][C:16]([C:19]#[N:20])=[CH:17][CH:18]=3)[CH2:8][CH2:7]2)(=[O:22])=[O:23])=[CH:25][CH:26]=1)[CH2:32][CH2:33][CH3:34]. The catalyst class is: 1. (2) Product: [Br:15][C:16]1[CH:17]=[C:18]([C:23]([NH:31][C:11]2[C:10]([CH3:13])=[N:9][C:8]([Cl:14])=[CH:7][CH:12]=2)=[O:24])[C:19]([Cl:22])=[N:20][CH:21]=1. The catalyst class is: 144. Reactant: C([O-])(O)=O.[Na+].N[C:7]1[C:8]([Cl:14])=[N:9][C:10]([CH3:13])=[CH:11][CH:12]=1.[Br:15][C:16]1[CH:17]=[C:18]([C:23](Cl)=[O:24])[C:19]([Cl:22])=[N:20][CH:21]=1.BrC1C=C(C(O)=O)C(O)=[N:31]C=1.O=S(Cl)Cl. (3) The catalyst class is: 5. Reactant: [CH3:1][O:2][C:3](=[O:19])[CH2:4][O:5][C:6]1[CH:11]=[CH:10][C:9]([O:12][CH2:13][CH2:14][C:15](=[S:17])[NH2:16])=[CH:8][C:7]=1[CH3:18].Br[CH2:21][C:22]([C:24]1[CH:29]=[CH:28][C:27]([C:30]([F:33])([F:32])[F:31])=[CH:26][CH:25]=1)=O. Product: [CH3:1][O:2][C:3](=[O:19])[CH2:4][O:5][C:6]1[CH:11]=[CH:10][C:9]([O:12][CH2:13][CH2:14][C:15]2[S:17][CH:21]=[C:22]([C:24]3[CH:29]=[CH:28][C:27]([C:30]([F:31])([F:32])[F:33])=[CH:26][CH:25]=3)[N:16]=2)=[CH:8][C:7]=1[CH3:18]. (4) Reactant: Cl[C:2]1[CH:7]=[CH:6][N:5]=[C:4]([S:8][CH3:9])[N:3]=1.[NH2:10][NH2:11]. Product: [NH:10]([C:2]1[CH:7]=[CH:6][N:5]=[C:4]([S:8][CH3:9])[N:3]=1)[NH2:11]. The catalyst class is: 8. (5) Reactant: [NH2:1][C:2]1[CH:10]=[CH:9][CH:8]=[C:4]([C:5]([OH:7])=[O:6])[C:3]=1[OH:11].[CH3:12][CH2:13]O. Product: [CH2:12]([O:6][C:5](=[O:7])[C:4]1[C:3](=[C:2]([NH2:1])[CH:10]=[CH:9][CH:8]=1)[OH:11])[CH3:13]. The catalyst class is: 82. (6) Reactant: [Br:1][C:2]1[C:10]2[C:5](=[CH:6][C:7]([N+:12]([O-:14])=[O:13])=[C:8]([CH3:11])[CH:9]=2)[NH:4][N:3]=1.[H-].[Na+].[C:17](Cl)([C:30]1[CH:35]=[CH:34][CH:33]=[CH:32][CH:31]=1)([C:24]1[CH:29]=[CH:28][CH:27]=[CH:26][CH:25]=1)[C:18]1[CH:23]=[CH:22][CH:21]=[CH:20][CH:19]=1. Product: [Br:1][C:2]1[C:10]2[C:5](=[CH:6][C:7]([N+:12]([O-:14])=[O:13])=[C:8]([CH3:11])[CH:9]=2)[N:4]([C:17]([C:18]2[CH:23]=[CH:22][CH:21]=[CH:20][CH:19]=2)([C:30]2[CH:31]=[CH:32][CH:33]=[CH:34][CH:35]=2)[C:24]2[CH:25]=[CH:26][CH:27]=[CH:28][CH:29]=2)[N:3]=1. The catalyst class is: 1. (7) Reactant: [Cl:1][C:2]1[C:7]([CH3:8])=[CH:6][CH:5]=[CH:4][C:3]=1[C:9]1[O:10][C:11]2[C:16]([C:17](=[O:19])[CH:18]=1)=[C:15]([OH:20])[CH:14]=[C:13]([OH:21])[C:12]=2[C@@H:22]1[CH2:26][CH2:25][N:24]([CH3:27])[C@H:23]1[CH2:28][OH:29].Cl. Product: [ClH:1].[Cl:1][C:2]1[C:7]([CH3:8])=[CH:6][CH:5]=[CH:4][C:3]=1[C:9]1[O:10][C:11]2[C:16]([C:17](=[O:19])[CH:18]=1)=[C:15]([OH:20])[CH:14]=[C:13]([OH:21])[C:12]=2[C@@H:22]1[CH2:26][CH2:25][N:24]([CH3:27])[C@H:23]1[CH2:28][OH:29]. The catalyst class is: 5. (8) Reactant: [CH2:1]([O:3][C:4]([C:6]1[C:15]2[C:10](=[CH:11][CH:12]=[CH:13][CH:14]=2)[N:9]=[C:8]([C:16]([OH:18])=O)[CH:7]=1)=[O:5])[CH3:2].[CH2:19]([O:21][C:22]([N:24]1[CH2:29][CH2:28][N:27]([C:30](=[O:42])[C@@H:31]([NH2:41])[CH2:32][CH2:33][C:34]([O:36][C:37]([CH3:40])([CH3:39])[CH3:38])=[O:35])[CH2:26][CH2:25]1)=[O:23])[CH3:20].C1C=CC2N(O)N=NC=2C=1.C(Cl)CCl. Product: [CH2:1]([O:3][C:4]([C:6]1[C:15]2[C:10](=[CH:11][CH:12]=[CH:13][CH:14]=2)[N:9]=[C:8]([C:16](=[O:18])[NH:41][C@H:31]([C:30]([N:27]2[CH2:28][CH2:29][N:24]([C:22]([O:21][CH2:19][CH3:20])=[O:23])[CH2:25][CH2:26]2)=[O:42])[CH2:32][CH2:33][C:34]([O:36][C:37]([CH3:39])([CH3:40])[CH3:38])=[O:35])[CH:7]=1)=[O:5])[CH3:2]. The catalyst class is: 3. (9) Reactant: [CH:1]([C:3]1[CH:4]=[C:5]([N+:12]([O-:14])=[O:13])[C:6]([OH:11])=[C:7]([CH:10]=1)[C:8]#[N:9])=O.[C:15]1([C:21](=O)[CH2:22][C:23]2[CH:28]=[CH:27][CH:26]=[CH:25][CH:24]=2)[CH:20]=[CH:19][CH:18]=[CH:17][CH:16]=1.[NH2:30][C:31]([NH2:33])=[O:32].Cl. Product: [OH:11][C:6]1[C:5]([N+:12]([O-:14])=[O:13])=[CH:4][C:3]([CH:1]2[C:22]([C:23]3[CH:28]=[CH:27][CH:26]=[CH:25][CH:24]=3)=[C:21]([C:15]3[CH:20]=[CH:19][CH:18]=[CH:17][CH:16]=3)[NH:33][C:31](=[O:32])[NH:30]2)=[CH:10][C:7]=1[C:8]#[N:9]. The catalyst class is: 8. (10) Reactant: ClCC=O.[N:5]1[CH:6]=[CH:7][N:8]2[CH:13]=[C:12]([C:14]3[N:23]=[C:22]([NH:24][CH2:25][CH:26]([C:33]4[CH:38]=[CH:37][CH:36]=[CH:35][CH:34]=4)[N:27]4[CH2:32][CH2:31]C[CH2:29][CH2:28]4)[C:21]4[C:16](=[CH:17][CH:18]=[CH:19][CH:20]=4)[N:15]=3)[CH:11]=[N:10][C:9]=12. Product: [N:5]1[CH:6]=[CH:7][N:8]2[CH:13]=[C:12]([C:14]3[N:23]=[C:22]([NH:24][CH2:25][CH:26]([C:33]4[CH:38]=[CH:37][CH:36]=[CH:35][CH:34]=4)[N:27]4[CH2:28][CH2:29][CH2:31][CH2:32]4)[C:21]4[C:16](=[CH:17][CH:18]=[CH:19][CH:20]=4)[N:15]=3)[CH:11]=[N:10][C:9]=12. The catalyst class is: 61.